Dataset: Full USPTO retrosynthesis dataset with 1.9M reactions from patents (1976-2016). Task: Predict the reactants needed to synthesize the given product. (1) Given the product [C:1]([CH2:3][CH2:4][N:5]1[C:6]([CH2:7][O:8][C:9]([CH2:16][CH3:17])([CH2:14][CH3:15])[C:10]([O:12][CH3:13])=[O:11])=[N:21][N:20]=[N:19]1)#[N:2], predict the reactants needed to synthesize it. The reactants are: [C:1]([CH2:3][CH2:4][NH:5][C:6](=O)[CH2:7][O:8][C:9]([CH2:16][CH3:17])([CH2:14][CH3:15])[C:10]([O:12][CH3:13])=[O:11])#[N:2].[N-:19]=[N+:20]=[N-:21].[Na+].FC(F)(F)S(OS(C(F)(F)F)(=O)=O)(=O)=O.C(=O)(O)[O-].[Na+]. (2) Given the product [CH3:15][N+:12]1([O-:33])[CH2:13][CH2:14][C:9]2[N:8]([CH2:16][CH2:17][C:18]3[CH:19]=[N:20][C:21]([CH3:24])=[CH:22][CH:23]=3)[C:5]3[CH:6]=[CH:7][C:2]([CH3:1])=[CH:3][C:4]=3[C:10]=2[CH2:11]1, predict the reactants needed to synthesize it. The reactants are: [CH3:1][C:2]1[CH:7]=[CH:6][C:5]2[N:8]([CH2:16][CH2:17][C:18]3[CH:23]=[CH:22][C:21]([CH3:24])=[N:20][CH:19]=3)[C:9]3[CH2:14][CH2:13][N:12]([CH3:15])[CH2:11][C:10]=3[C:4]=2[CH:3]=1.C1C=C(Cl)C=C(C(OO)=[O:33])C=1. (3) Given the product [CH2:1]([N:8]([C@H:9]([C:11]1[CH:16]=[CH:15][CH:14]=[CH:13][CH:12]=1)[CH3:10])[C@@H:29]([C:26]1[CH:27]=[N:28][C:23]([CH3:22])=[CH:24][CH:25]=1)[CH2:30][C:31]([O:33][C:34]([CH3:37])([CH3:36])[CH3:35])=[O:32])[C:2]1[CH:7]=[CH:6][CH:5]=[CH:4][CH:3]=1, predict the reactants needed to synthesize it. The reactants are: [CH2:1]([NH:8][C@H:9]([C:11]1[CH:16]=[CH:15][CH:14]=[CH:13][CH:12]=1)[CH3:10])[C:2]1[CH:7]=[CH:6][CH:5]=[CH:4][CH:3]=1.[Li]CCCC.[CH3:22][C:23]1[N:28]=[CH:27][C:26](/[CH:29]=[CH:30]/[C:31]([O:33][C:34]([CH3:37])([CH3:36])[CH3:35])=[O:32])=[CH:25][CH:24]=1.[NH4+].[Cl-]. (4) Given the product [ClH:29].[NH2:5][CH:6]([CH2:17][C:18]1[CH:23]=[C:22]([C:24]([F:26])([F:27])[F:25])[C:21]([NH2:28])=[C:20]([Cl:29])[CH:19]=1)[C:7]([OH:9])=[O:8], predict the reactants needed to synthesize it. The reactants are: Cl.C([NH:5][C:6]([CH2:17][C:18]1[CH:23]=[C:22]([C:24]([F:27])([F:26])[F:25])[C:21]([NH2:28])=[C:20]([Cl:29])[CH:19]=1)(C(OCC)=O)[C:7]([O:9]CC)=[O:8])(=O)C.